This data is from Forward reaction prediction with 1.9M reactions from USPTO patents (1976-2016). The task is: Predict the product of the given reaction. (1) The product is: [NH2:1][C:2]1[N:7]=[C:6]([N:8]2[CH2:29][CH2:28][C:11]3([CH2:15][N:14]([C:16]([O:18][C:19]([CH3:22])([CH3:21])[CH3:20])=[O:17])[C@H:13]([C:23]([O:25][CH2:26][CH3:27])=[O:24])[CH2:12]3)[CH2:10][CH2:9]2)[CH:5]=[C:4]([O:30][CH2:31][C:32]2[CH:37]=[CH:36][C:35]([Cl:38])=[CH:34][C:33]=2[C:48]2[CH:47]=[CH:46][CH:45]=[C:44]([S:41]([CH3:40])(=[O:43])=[O:42])[CH:49]=2)[N:3]=1. Given the reactants [NH2:1][C:2]1[N:7]=[C:6]([N:8]2[CH2:29][CH2:28][C:11]3([CH2:15][N:14]([C:16]([O:18][C:19]([CH3:22])([CH3:21])[CH3:20])=[O:17])[C@H:13]([C:23]([O:25][CH2:26][CH3:27])=[O:24])[CH2:12]3)[CH2:10][CH2:9]2)[CH:5]=[C:4]([O:30][CH2:31][C:32]2[CH:37]=[CH:36][C:35]([Cl:38])=[CH:34][C:33]=2Br)[N:3]=1.[CH3:40][S:41]([C:44]1[CH:45]=[C:46](B(O)O)[CH:47]=[CH:48][CH:49]=1)(=[O:43])=[O:42].C([O-])([O-])=O.[Na+].[Na+], predict the reaction product. (2) Given the reactants [CH:1]1([CH2:4][N:5]2[C:9]([N:10]3[CH2:16][CH2:15][CH2:14][C@@H:13]([NH:17][C:18](=[O:23])[C:19]([F:22])([F:21])[F:20])[CH2:12][CH2:11]3)=[C:8]([N+:24]([O-])=O)[CH:7]=[N:6]2)[CH2:3][CH2:2]1.[C:27]([O:31][C:32]([NH:34][C:35]1[S:39][C:38]([C:40]2[C:45]([F:46])=[CH:44][CH:43]=[CH:42][C:41]=2[F:47])=[N:37][C:36]=1[C:48](O)=[O:49])=[O:33])([CH3:30])([CH3:29])[CH3:28], predict the reaction product. The product is: [F:47][C:41]1[CH:42]=[CH:43][CH:44]=[C:45]([F:46])[C:40]=1[C:38]1[S:39][C:35]([NH:34][C:32](=[O:33])[O:31][C:27]([CH3:29])([CH3:28])[CH3:30])=[C:36]([C:48](=[O:49])[NH:24][C:8]2[CH:7]=[N:6][N:5]([CH2:4][CH:1]3[CH2:3][CH2:2]3)[C:9]=2[N:10]2[CH2:16][CH2:15][CH2:14][C@@H:13]([NH:17][C:18](=[O:23])[C:19]([F:22])([F:21])[F:20])[CH2:12][CH2:11]2)[N:37]=1. (3) The product is: [ClH:1].[ClH:1].[C:3]([O:7][C:8]([N:10]1[CH2:15][C@H:14]([CH3:16])[N:13]([C:17](=[O:25])[C:18]2[CH:23]=[CH:22][C:21]([O:36][CH2:35][CH2:34][CH2:33][N:27]3[CH2:32][CH2:31][CH2:30][CH2:29][CH2:28]3)=[CH:20][CH:19]=2)[C@H:12]([CH3:26])[CH2:11]1)=[O:9])([CH3:6])([CH3:5])[CH3:4]. Given the reactants [ClH:1].Cl.[C:3]([O:7][C:8]([N:10]1[CH2:15][C@H:14]([CH3:16])[N:13]([C:17](=[O:25])[C:18]2[CH:23]=[CH:22][C:21](F)=[CH:20][CH:19]=2)[C@H:12]([CH3:26])[CH2:11]1)=[O:9])([CH3:6])([CH3:5])[CH3:4].[N:27]1([CH2:33][CH2:34][CH2:35][OH:36])[CH2:32][CH2:31][CH2:30][CH2:29][CH2:28]1.C[Si]([N-][Si](C)(C)C)(C)C.[K+], predict the reaction product.